From a dataset of Forward reaction prediction with 1.9M reactions from USPTO patents (1976-2016). Predict the product of the given reaction. (1) Given the reactants C([O:3][C:4]([C:6]1[CH:7]=[N:8][N:9]([C:11]2[NH:15][C:14]3[CH:16]=[C:17]([Cl:27])[C:18]([O:20][C:21]4[CH:26]=[CH:25][CH:24]=[CH:23][CH:22]=4)=[CH:19][C:13]=3[N:12]=2)[CH:10]=1)=[O:5])C.Cl.O, predict the reaction product. The product is: [Cl:27][C:17]1[C:18]([O:20][C:21]2[CH:22]=[CH:23][CH:24]=[CH:25][CH:26]=2)=[CH:19][C:13]2[N:12]=[C:11]([N:9]3[CH:10]=[C:6]([C:4]([OH:5])=[O:3])[CH:7]=[N:8]3)[NH:15][C:14]=2[CH:16]=1. (2) The product is: [Br:19][C:20]1[CH:27]=[CH:26][C:23]([CH2:24][NH:25][C:15](=[O:16])[CH2:14][CH2:13][C:5]2[CH:6]=[CH:7][C:8]([O:9][CH2:10][C:11]#[CH:12])=[C:3]([O:2][CH3:1])[CH:4]=2)=[CH:22][CH:21]=1. Given the reactants [CH3:1][O:2][C:3]1[CH:4]=[C:5]([CH2:13][CH2:14][C:15](Cl)=[O:16])[CH:6]=[CH:7][C:8]=1[O:9][CH2:10][C:11]#[CH:12].Cl.[Br:19][C:20]1[CH:27]=[CH:26][C:23]([CH2:24][NH2:25])=[CH:22][CH:21]=1.C(N(CC)CC)C.O1CCCC1, predict the reaction product. (3) Given the reactants [NH2:1][C:2]1[CH:31]=[CH:30][C:29]([C:32]([F:35])([F:34])[F:33])=[CH:28][C:3]=1[C:4]([NH:6][CH2:7][C:8]([NH:10][C@@H:11]1[CH2:16][CH2:15][CH2:14][CH2:13][C@@H:12]1[NH:17][C:18](=[O:27])[C:19]1[CH:24]=[CH:23][C:22]([S:25][CH3:26])=[CH:21][CH:20]=1)=[O:9])=[O:5].C(N(CC)CC)C.[CH2:43]([N:45]=[C:46]=[O:47])[CH3:44].Cl, predict the reaction product. The product is: [CH2:43]([NH:45][C:46]([NH:1][C:2]1[CH:31]=[CH:30][C:29]([C:32]([F:35])([F:33])[F:34])=[CH:28][C:3]=1[C:4]([NH:6][CH2:7][C:8]([NH:10][C@@H:11]1[CH2:16][CH2:15][CH2:14][CH2:13][C@@H:12]1[NH:17][C:18](=[O:27])[C:19]1[CH:24]=[CH:23][C:22]([S:25][CH3:26])=[CH:21][CH:20]=1)=[O:9])=[O:5])=[O:47])[CH3:44].